Predict the product of the given reaction. From a dataset of Forward reaction prediction with 1.9M reactions from USPTO patents (1976-2016). (1) Given the reactants [Cl:1][C:2]1[CH:7]=[CH:6][C:5]([NH:8]C(=O)C)=[C:4]([F:12])[C:3]=1[I:13].Cl, predict the reaction product. The product is: [Cl:1][C:2]1[CH:7]=[CH:6][C:5]([NH2:8])=[C:4]([F:12])[C:3]=1[I:13]. (2) Given the reactants [H-].[Na+].[OH:3][CH:4]1[CH2:9][CH2:8][N:7]([CH3:10])[CH2:6][CH2:5]1.[Br:11][C:12]1[CH:17]=[CH:16][C:15]([CH3:18])=[C:14](F)[CH:13]=1, predict the reaction product. The product is: [Br:11][C:12]1[CH:13]=[CH:14][C:15]([CH3:18])=[C:16]([CH:17]=1)[O:3][CH:4]1[CH2:9][CH2:8][N:7]([CH3:10])[CH2:6][CH2:5]1. (3) Given the reactants [CH3:1][CH:2]1[NH:7][CH2:6][CH2:5][N:4]([C:8]2[C:13]([O:14][CH3:15])=[C:12]3[N:16]([CH:24]4[CH2:26][CH2:25]4)[CH:17]=[C:18]([C:21]([OH:23])=[O:22])[C:19](=[O:20])[C:11]3=[CH:10][C:9]=2[F:27])[CH2:3]1, predict the reaction product. The product is: [CH3:1][CH:2]1[NH:7][CH2:6][CH2:5][N:4]([C:8]2[C:13]([O:14][CH3:15])=[C:12]3[N:16]([CH:24]4[CH2:26][CH2:25]4)[CH:17]=[C:18]([C:21]([OH:23])=[O:22])[C:19](=[O:20])[C:11]3=[CH:10][C:9]=2[F:27])[CH2:3]1.[CH3:1][CH:2]1[NH:7][CH2:6][CH2:5][N:4]([C:8]2[C:13]([O:14][CH3:15])=[C:12]3[N:16]([CH:24]4[CH2:26][CH2:25]4)[CH:17]=[C:18]([C:21]([OH:23])=[O:22])[C:19](=[O:20])[C:11]3=[CH:10][C:9]=2[F:27])[CH2:3]1.[OH2:14].[OH2:14].[OH2:14]. (4) Given the reactants [CH3:1][O:2][C:3]1[CH:12]=[C:11]2[C:6]([CH:7]=[CH:8][C:9](=[O:27])[N:10]2[CH2:13][CH2:14][CH2:15][C:16]2([C:22]([O:24][CH2:25][CH3:26])=[O:23])[CH2:21][CH2:20][NH:19][CH2:18][CH2:17]2)=[CH:5][CH:4]=1.[O:28]1[C:37]2[CH:36]=[C:35]([CH:38]=O)[N:34]=[CH:33][C:32]=2[O:31][CH2:30][CH2:29]1.C(O[BH-](OC(=O)C)OC(=O)C)(=O)C.[Na+].C(=O)([O-])O.[Na+], predict the reaction product. The product is: [O:28]1[C:37]2[CH:36]=[C:35]([CH2:38][N:19]3[CH2:20][CH2:21][C:16]([CH2:15][CH2:14][CH2:13][N:10]4[C:11]5[C:6](=[CH:5][CH:4]=[C:3]([O:2][CH3:1])[CH:12]=5)[CH:7]=[CH:8][C:9]4=[O:27])([C:22]([O:24][CH2:25][CH3:26])=[O:23])[CH2:17][CH2:18]3)[N:34]=[CH:33][C:32]=2[O:31][CH2:30][CH2:29]1. (5) The product is: [CH3:24][O:25][CH2:26][CH2:27][O:28][CH2:29][CH2:30][O:1][C:2]1[CH:3]=[CH:4][C:5]2[C:17](=[O:18])[C:16]3[C:15]4[C:10](=[CH:11][C:12]([C:19]#[N:20])=[CH:13][CH:14]=4)[NH:9][C:8]=3[C:7]([CH3:21])([CH3:22])[C:6]=2[CH:23]=1. Given the reactants [OH:1][C:2]1[CH:3]=[CH:4][C:5]2[C:17](=[O:18])[C:16]3[C:15]4[C:10](=[CH:11][C:12]([C:19]#[N:20])=[CH:13][CH:14]=4)[NH:9][C:8]=3[C:7]([CH3:22])([CH3:21])[C:6]=2[CH:23]=1.[CH3:24][O:25][CH2:26][CH2:27][O:28][CH2:29][CH2:30]O, predict the reaction product. (6) Given the reactants CO[C:3](=[O:28])[C:4]1[CH:13]=[C:12]([NH:14][C:15]2[CH:20]=[CH:19][C:18]([Si:21]([CH3:24])([CH3:23])[CH3:22])=[CH:17][C:16]=2[F:25])[C:7]([C:8]([O:10][CH3:11])=[O:9])=[CH:6][C:5]=1[C:26]#[N:27].[BH4-].[Na+], predict the reaction product. The product is: [CH3:11][O:10][C:8]([C:7]1[CH:6]=[C:5]2[C:4](=[CH:13][C:12]=1[NH:14][C:15]1[CH:20]=[CH:19][C:18]([Si:21]([CH3:24])([CH3:23])[CH3:22])=[CH:17][C:16]=1[F:25])[C:3](=[O:28])[NH:27][CH2:26]2)=[O:9]. (7) Given the reactants [BH4-].[Na+].[N:3]([CH2:6][C:7]1[CH:14]=[C:13]([F:15])[C:10]([C:11]#[N:12])=[C:9]([F:16])[CH:8]=1)=[N+]=[N-].Cl, predict the reaction product. The product is: [NH2:3][CH2:6][C:7]1[CH:8]=[C:9]([F:16])[C:10]([C:11]#[N:12])=[C:13]([F:15])[CH:14]=1. (8) Given the reactants Br[C:2]1[C:10]2[NH:9][C:8]3[CH:11]4[CH2:17][CH2:16][N:14]([CH2:15][C:7]=3[C:6]=2[CH:5]=[CH:4][CH:3]=1)[CH2:13][CH2:12]4.[CH:18]([C:20]1[CH:25]=[CH:24][N:23]=[CH:22][CH:21]=1)=[CH2:19].[O-]S([O-])(=O)=O.[Mg+2], predict the reaction product. The product is: [N:23]1[CH:24]=[CH:25][C:20](/[CH:18]=[CH:19]/[C:2]2[C:10]3[NH:9][C:8]4[CH:11]5[CH2:17][CH2:16][N:14]([CH2:15][C:7]=4[C:6]=3[CH:5]=[CH:4][CH:3]=2)[CH2:13][CH2:12]5)=[CH:21][CH:22]=1. (9) The product is: [Br-:21].[CH2:14]([N+:11]1[CH:12]=[CH:13][C:8]([CH2:1][C:2]2[CH:3]=[CH:4][CH:5]=[CH:6][CH:7]=2)=[CH:9][CH:10]=1)[C:15]1[CH:20]=[CH:19][CH:18]=[CH:17][CH:16]=1. Given the reactants [CH2:1]([C:8]1[CH:13]=[CH:12][N:11]=[CH:10][CH:9]=1)[C:2]1[CH:7]=[CH:6][CH:5]=[CH:4][CH:3]=1.[CH2:14]([Br:21])[C:15]1[CH:20]=[CH:19][CH:18]=[CH:17][CH:16]=1, predict the reaction product.